From a dataset of Retrosynthesis with 50K atom-mapped reactions and 10 reaction types from USPTO. Predict the reactants needed to synthesize the given product. (1) Given the product O=C(O)c1cccc(NS(=O)(=O)c2cccc(-c3ccccc3)c2)c1, predict the reactants needed to synthesize it. The reactants are: Nc1cccc(C(=O)O)c1.O=S(=O)(Cl)c1cccc(-c2ccccc2)c1. (2) Given the product CC(C)(C)C(=O)Oc1ccc(CCNc2nc(N)n3nc(-c4ccco4)nc3n2)cc1, predict the reactants needed to synthesize it. The reactants are: CC(C)(C)C(=O)Cl.Nc1nc(NCCc2ccc(O)cc2)nc2nc(-c3ccco3)nn12. (3) Given the product C=Cc1ccc2ncc(Cc3cc4cnn(C)c4cc3F)n2n1, predict the reactants needed to synthesize it. The reactants are: C=C[Sn](CCCC)(CCCC)CCCC.Cn1ncc2cc(Cc3cnc4ccc(Cl)nn34)c(F)cc21. (4) The reactants are: CC(Cl)OC(=O)Cl.COc1ccc(N(C)c2nc(CN)nc3ccccc23)cc1. Given the product COc1ccc(N(C)c2nc(CNC(=O)OC(C)Cl)nc3ccccc23)cc1, predict the reactants needed to synthesize it.